This data is from Forward reaction prediction with 1.9M reactions from USPTO patents (1976-2016). The task is: Predict the product of the given reaction. (1) The product is: [CH:1]1([C:4]([N:6]2[CH2:10][CH2:9][C@@H:8]([CH2:11][NH:12][C:13]3[C:14]([NH2:20])=[C:15]([CH3:19])[CH:16]=[CH:17][CH:18]=3)[CH2:7]2)=[O:5])[CH2:3][CH2:2]1. Given the reactants [CH:1]1([C:4]([N:6]2[CH2:10][CH2:9][C@@H:8]([CH2:11][NH:12][C:13]3[CH:18]=[CH:17][CH:16]=[C:15]([CH3:19])[C:14]=3[N+:20]([O-])=O)[CH2:7]2)=[O:5])[CH2:3][CH2:2]1, predict the reaction product. (2) Given the reactants [Br:1][C:2]1[CH:3]=[CH:4][C:5]([NH:11]/[CH:12]=[CH:13]/[N+:14]([O-:16])=[O:15])=[C:6]([CH:10]=1)[C:7](O)=[O:8].C([O-])(=O)C.[K+], predict the reaction product. The product is: [Br:1][C:2]1[CH:10]=[C:6]2[C:5](=[CH:4][CH:3]=1)[N:11]=[CH:12][C:13]([N+:14]([O-:16])=[O:15])=[C:7]2[OH:8]. (3) Given the reactants C1(C2C(O[C@@H]3CCCN(CC4C=C(Cl)C=C(Cl)C=4)C3)=CC(F)=C(C=2)C(O)=O)CC1.[CH:30]1([C:33]2[C:34]([O:43][C@@H:44]3[CH2:49][CH2:48][CH2:47][N:46]([S:50]([CH3:53])(=[O:52])=[O:51])[CH2:45]3)=[CH:35][C:36]([F:42])=[C:37]([CH:41]=2)[C:38](O)=[O:39])[CH2:32][CH2:31]1.[CH:54]1([S:57]([NH2:60])(=[O:59])=[O:58])CC1.CS(N)(=O)=O, predict the reaction product. The product is: [CH:30]1([C:33]2[C:34]([O:43][C@@H:44]3[CH2:49][CH2:48][CH2:47][N:46]([S:50]([CH3:53])(=[O:52])=[O:51])[CH2:45]3)=[CH:35][C:36]([F:42])=[C:37]([CH:41]=2)[C:38]([NH:60][S:57]([CH3:54])(=[O:59])=[O:58])=[O:39])[CH2:32][CH2:31]1. (4) Given the reactants [Br:1][C:2]1[C:3]([C:29]2[CH:34]=[CH:33][CH:32]=[CH:31][C:30]=2[Cl:35])=[N:4][O:5][C:6]=1[C@@H:7]1[C@:12]([C:14]2[CH:19]=[CH:18][C:17]([F:20])=[C:16]([F:21])[CH:15]=2)([OH:13])[CH2:11][CH2:10][N:9](C(OC(C)(C)C)=O)[CH2:8]1.Cl.O1CCOCC1, predict the reaction product. The product is: [Br:1][C:2]1[C:3]([C:29]2[CH:34]=[CH:33][CH:32]=[CH:31][C:30]=2[Cl:35])=[N:4][O:5][C:6]=1[C@@H:7]1[C@:12]([C:14]2[CH:19]=[CH:18][C:17]([F:20])=[C:16]([F:21])[CH:15]=2)([OH:13])[CH2:11][CH2:10][NH:9][CH2:8]1. (5) The product is: [NH2:1][C:4]1[CH:9]=[CH:8][CH:7]=[CH:6][C:5]=1[CH2:10][C:11]([O:13][CH2:14][CH3:15])=[O:12]. Given the reactants [N+:1]([C:4]1[CH:9]=[CH:8][CH:7]=[CH:6][C:5]=1[CH2:10][C:11]([O:13][CH2:14][CH3:15])=[O:12])([O-])=O.N#N, predict the reaction product. (6) Given the reactants [C:1]([C:5]1[N:13]=[C:12]2[C:8]([N:9]=[CH:10][NH:11]2)=[C:7](Cl)[N:6]=1)([CH3:4])([CH3:3])[CH3:2].[F:15][C:16]1([F:21])[CH2:20][CH2:19][NH:18][CH2:17]1.CCN(C(C)C)C(C)C, predict the reaction product. The product is: [C:1]([C:5]1[N:13]=[C:12]2[C:8]([N:9]=[CH:10][NH:11]2)=[C:7]([N:18]2[CH2:19][CH2:20][C:16]([F:21])([F:15])[CH2:17]2)[N:6]=1)([CH3:4])([CH3:3])[CH3:2]. (7) Given the reactants [Cl:1][C:2]1[CH:21]=[CH:20][C:5]([C:6]([NH:8][NH:9][C:10](=[O:19])[C:11]2[CH:16]=[CH:15][C:14]([CH3:17])=[C:13]([OH:18])[CH:12]=2)=O)=[CH:4][CH:3]=1.C(N(C(C)C)CC)(C)C.C1(P(C2C=CC=CC=2)C2C=CC=CC=2)C=CC=CC=1.ClC(Cl)(Cl)C(Cl)(Cl)Cl, predict the reaction product. The product is: [Cl:1][C:2]1[CH:21]=[CH:20][C:5]([C:6]2[O:19][C:10]([C:11]3[CH:16]=[CH:15][C:14]([CH3:17])=[C:13]([OH:18])[CH:12]=3)=[N:9][N:8]=2)=[CH:4][CH:3]=1.